Dataset: Experimentally validated miRNA-target interactions with 360,000+ pairs, plus equal number of negative samples. Task: Binary Classification. Given a miRNA mature sequence and a target amino acid sequence, predict their likelihood of interaction. The miRNA is hsa-miR-329-5p with sequence GAGGUUUUCUGGGUUUCUGUUUC. The protein sequence of the target gene is MAEYSYVKSTKLVLKGTKAKSKKKKSKDKKRKREEDEETQLDIVGIWWTVSNFGEISGTIAIEMDKGAYIHALDNGLFTLGAPHREVDEGPSPPEQFTAVKLSDSRIALKSGYGKYLGINSDGLVVGRSDAIGPREQWEPVFQDGKMALLASNSCFIRCNEAGDIEAKNKTAGEEEMIKIRSCAERETKKKDDIPEEDKGSVKQCEINYVKKFQSFQDHKLKISKEDSKILKKARKDGFLHETLLDRRAKLKADRYCK. Result: 0 (no interaction).